This data is from Reaction yield outcomes from USPTO patents with 853,638 reactions. The task is: Predict the reaction yield, written as a fraction of the theoretical maximum amount of product (1.0 means a 100% yield; for example, 0.34 means a 34% yield). The reactants are [CH3:1][O:2][NH:3][C:4]1[N:9]=[C:8]([NH:10][CH2:11][CH2:12][CH3:13])[N:7]=[C:6]([NH:14][CH2:15][C:16]#[CH:17])[N:5]=1.[ClH:18].C(OCC)C.Cl.C(ONC1N=C(NCCC)N=C(NCC#C)N=1)(C)(C)C. No catalyst specified. The product is [ClH:18].[CH3:1][O:2][NH:3][C:4]1[N:5]=[C:6]([NH:14][CH2:15][CH2:16][CH3:17])[N:7]=[C:8]([NH:10][CH2:11][C:12]#[CH:13])[N:9]=1. The yield is 1.00.